This data is from Full USPTO retrosynthesis dataset with 1.9M reactions from patents (1976-2016). The task is: Predict the reactants needed to synthesize the given product. (1) Given the product [Br:14][C:12]1[C:11]([CH3:15])=[C:7]([C:6]([OH:16])=[C:5]([C:1]([CH3:2])([CH3:3])[CH3:4])[CH:13]=1)[C:8]([NH:20][C:19]1[C:21]([N+:26]([O-:28])=[O:27])=[CH:22][C:23]([Cl:25])=[CH:24][C:18]=1[Cl:17])=[O:10], predict the reactants needed to synthesize it. The reactants are: [C:1]([C:5]1[CH:13]=[C:12]([Br:14])[C:11]([CH3:15])=[C:7]([C:8]([OH:10])=O)[C:6]=1[OH:16])([CH3:4])([CH3:3])[CH3:2].[Cl:17][C:18]1[CH:24]=[C:23]([Cl:25])[CH:22]=[C:21]([N+:26]([O-:28])=[O:27])[C:19]=1[NH2:20]. (2) Given the product [C:1]1([C:27]2[CH:32]=[CH:31][CH:30]=[CH:29][CH:28]=2)[CH:6]=[CH:5][C:4]([NH:7][C:8](=[O:26])[C:9]2[CH:14]=[CH:13][C:12]([C:34]3[O:33][CH:37]=[CH:36][CH:35]=3)=[C:11]([NH:16][C:17](=[O:25])[CH2:18][N:19]3[CH2:24][CH2:23][O:22][CH2:21][CH2:20]3)[CH:10]=2)=[CH:3][CH:2]=1, predict the reactants needed to synthesize it. The reactants are: [C:1]1([C:27]2[CH:32]=[CH:31][CH:30]=[CH:29][CH:28]=2)[CH:6]=[CH:5][C:4]([NH:7][C:8](=[O:26])[C:9]2[CH:14]=[CH:13][C:12](Br)=[C:11]([NH:16][C:17](=[O:25])[CH2:18][N:19]3[CH2:24][CH2:23][O:22][CH2:21][CH2:20]3)[CH:10]=2)=[CH:3][CH:2]=1.[O:33]1[CH:37]=[CH:36][CH:35]=[C:34]1B(O)O.C(=O)([O-])[O-].[Na+].[Na+].O1CCOCC1. (3) Given the product [Cl:14][C:15]1[CH:20]=[CH:19][CH:18]=[C:17]([Cl:21])[C:16]=1[NH:22][C:23]1[NH:1][C:2]2[CH:3]=[C:4]([OH:13])[C:5]([C:6]([O:8][CH3:9])=[O:7])=[CH:10][C:11]=2[N:12]=1, predict the reactants needed to synthesize it. The reactants are: [NH2:1][C:2]1[C:11]([NH2:12])=[CH:10][C:5]([C:6]([O:8][CH3:9])=[O:7])=[C:4]([OH:13])[CH:3]=1.[Cl:14][C:15]1[CH:20]=[CH:19][CH:18]=[C:17]([Cl:21])[C:16]=1[N:22]=[C:23]=S. (4) The reactants are: Cl[C:2]1[CH:9]=[CH:8][C:5]([C:6]#[N:7])=[CH:4][C:3]=1[C:10]([F:13])([F:12])[F:11].CN1CCCC1=O.Br[Mg][CH2:23][CH:24]([CH3:26])[CH3:25].Cl. Given the product [CH2:23]([C:2]1[CH:9]=[CH:8][C:5]([C:6]#[N:7])=[CH:4][C:3]=1[C:10]([F:13])([F:12])[F:11])[CH:24]([CH3:26])[CH3:25], predict the reactants needed to synthesize it. (5) Given the product [N:32]1[C:33]2[C@@H:24]([NH:23][CH2:9][CH2:10][CH2:11][OH:12])[CH2:25][CH2:26][CH2:27][C:28]=2[CH:29]=[CH:30][CH:31]=1, predict the reactants needed to synthesize it. The reactants are: [Si](O[CH2:9][CH2:10][CH2:11][OH:12])(C(C)(C)C)(C)C.COC1C=CC([C@@H]([NH:23][C@@H:24]2[C:33]3[N:32]=[CH:31][CH:30]=[CH:29][C:28]=3[CH2:27][CH2:26][CH2:25]2)C)=CC=1.[BH-](OC(C)=O)(OC(C)=O)OC(C)=O.[Na+].C(O)(=O)C.C(=O)([O-])[O-].[Na+].[Na+]. (6) Given the product [NH2:35][CH:17]1[N:16]([CH3:20])[C:15](=[O:21])[C:14]([C:10]2[CH:11]=[CH:12][CH:13]=[C:8]([Br:7])[CH:9]=2)([C:22]2[CH:31]=[CH:30][C:29]3[CH2:28][CH2:27][CH2:26][CH2:25][C:24]=3[CH:23]=2)[NH:18]1, predict the reactants needed to synthesize it. The reactants are: C(OO)(C)(C)C.[Br:7][C:8]1[CH:9]=[C:10]([C:14]2([C:22]3[CH:31]=[CH:30][C:29]4[CH2:28][CH2:27][CH2:26][CH2:25][C:24]=4[CH:23]=3)[NH:18][C:17](=S)[N:16]([CH3:20])[C:15]2=[O:21])[CH:11]=[CH:12][CH:13]=1.CO.[OH-].[NH4+:35]. (7) Given the product [CH3:1][C:2]1[C:7]([CH2:8][S+:9]([O-:19])[C:10]2[N-:11][C:12]3[CH:13]=[CH:14][CH:15]=[CH:16][C:17]=3[N:18]=2)=[N:6][CH:5]=[CH:4][C:3]=1[O:20][CH2:21][CH2:22][CH2:23][O:24][CH3:25].[Na+:34], predict the reactants needed to synthesize it. The reactants are: [CH3:1][C:2]1[C:7]([CH2:8][S+:9]([O-:19])[C:10]2[NH:11][C:12]3[CH:13]=[CH:14][CH:15]=[CH:16][C:17]=3[N:18]=2)=[N:6][CH:5]=[CH:4][C:3]=1[O:20][CH2:21][CH2:22][CH2:23][O:24][CH3:25].C(OC(C)C)(C)C.[OH-].[Na+:34]. (8) Given the product [O:11]=[C:10]([C@H:28]([CH2:29][C:30]1[CH:31]=[C:32]([OH:33])[C:34]([OH:35])=[CH:36][CH:37]=1)[NH2:27])[OH:12], predict the reactants needed to synthesize it. The reactants are: C1[C@@H](CCCC[C:10]([OH:12])=[O:11])SSC1.[N-]=[N+]=[N-].CC(C)=C.C1C(=O)OC(=O)C=1.[NH2:27][CH2:28][CH2:29][C:30]1[CH:37]=[CH:36][C:34]([OH:35])=[C:32]([OH:33])[CH:31]=1.